Task: Regression. Given a peptide amino acid sequence and an MHC pseudo amino acid sequence, predict their binding affinity value. This is MHC class II binding data.. Dataset: Peptide-MHC class II binding affinity with 134,281 pairs from IEDB (1) The peptide sequence is ATFEAMYLGTCKTLT. The MHC is HLA-DPA10201-DPB10101 with pseudo-sequence HLA-DPA10201-DPB10101. The binding affinity (normalized) is 0.392. (2) The MHC is DRB1_1101 with pseudo-sequence DRB1_1101. The binding affinity (normalized) is 0.805. The peptide sequence is LLKILVLSILSSPTK. (3) The peptide sequence is GELQIRDKIDAAFKI. The MHC is DRB1_1201 with pseudo-sequence DRB1_1201. The binding affinity (normalized) is 0.576. (4) The peptide sequence is KLITFNVHNRYASNIVESAY. The MHC is DRB1_1101 with pseudo-sequence DRB1_1101. The binding affinity (normalized) is 0.820. (5) The peptide sequence is YDLFLANVSTVLTGK. The MHC is DRB1_0101 with pseudo-sequence DRB1_0101. The binding affinity (normalized) is 0.857. (6) The peptide sequence is SQDLELSWNLNGLYAY. The binding affinity (normalized) is 0.846. The MHC is HLA-DQA10101-DQB10501 with pseudo-sequence HLA-DQA10101-DQB10501. (7) The peptide sequence is SHIMSVLDMGQGILH. The MHC is DRB1_0802 with pseudo-sequence DRB1_0802. The binding affinity (normalized) is 0.0908.